Regression. Given a peptide amino acid sequence and an MHC pseudo amino acid sequence, predict their binding affinity value. This is MHC class II binding data. From a dataset of Peptide-MHC class II binding affinity with 134,281 pairs from IEDB. (1) The peptide sequence is ELKESWGAIWRIDTP. The MHC is HLA-DPA10103-DPB10301 with pseudo-sequence HLA-DPA10103-DPB10301. The binding affinity (normalized) is 0. (2) The peptide sequence is MSQIMYNYPAMMAHA. The MHC is HLA-DQA10102-DQB10502 with pseudo-sequence HLA-DQA10102-DQB10502. The binding affinity (normalized) is 0.277. (3) The peptide sequence is KFKTFEAAFTSSSKA. The MHC is DRB1_1501 with pseudo-sequence DRB1_1501. The binding affinity (normalized) is 0.459. (4) The peptide sequence is LLNRNNSFKPFAEYK. The MHC is DRB1_0701 with pseudo-sequence DRB1_0701. The binding affinity (normalized) is 0.0523. (5) The peptide sequence is VAVSEGKPTEKHIQI. The MHC is HLA-DPA10201-DPB10501 with pseudo-sequence HLA-DPA10201-DPB10501. The binding affinity (normalized) is 0.0765. (6) The peptide sequence is YTDYLTVMDRYSVDA. The MHC is DRB1_0701 with pseudo-sequence DRB1_0701. The binding affinity (normalized) is 0.539.